From a dataset of Full USPTO retrosynthesis dataset with 1.9M reactions from patents (1976-2016). Predict the reactants needed to synthesize the given product. (1) Given the product [Br:1][C:2]1[CH:3]=[CH:4][C:5]([C:8]2[N:9]=[CH:10][C:11]([O:14][CH2:28][CH:25]3[CH2:26][CH2:27][N:22]([C:15]([O:17][C:18]([CH3:19])([CH3:21])[CH3:20])=[O:16])[CH2:23][CH2:24]3)=[CH:12][N:13]=2)=[CH:6][CH:7]=1, predict the reactants needed to synthesize it. The reactants are: [Br:1][C:2]1[CH:7]=[CH:6][C:5]([C:8]2[N:13]=[CH:12][C:11]([OH:14])=[CH:10][N:9]=2)=[CH:4][CH:3]=1.[C:15]([N:22]1[CH2:27][CH2:26][CH:25]([CH2:28]O)[CH2:24][CH2:23]1)([O:17][C:18]([CH3:21])([CH3:20])[CH3:19])=[O:16].C1C=CC(P(C2C=CC=CC=2)C2C=CC=CC=2)=CC=1.N(C(OC(C)C)=O)=NC(OC(C)C)=O. (2) Given the product [Cl:25][CH2:26][CH2:27][CH2:28][S:29]([N:2]1[CH2:7][CH2:6][CH:5]([C:8]2[C:16]3[C:11](=[C:12]([C:22]([NH2:24])=[O:23])[CH:13]=[C:14]([C:17]4[S:18][CH:19]=[CH:20][CH:21]=4)[CH:15]=3)[NH:10][N:9]=2)[CH2:4][CH2:3]1)(=[O:31])=[O:30], predict the reactants needed to synthesize it. The reactants are: Cl.[NH:2]1[CH2:7][CH2:6][CH:5]([C:8]2[C:16]3[C:11](=[C:12]([C:22]([NH2:24])=[O:23])[CH:13]=[C:14]([C:17]4[S:18][CH:19]=[CH:20][CH:21]=4)[CH:15]=3)[NH:10][N:9]=2)[CH2:4][CH2:3]1.[Cl:25][CH2:26][CH2:27][CH2:28][S:29](Cl)(=[O:31])=[O:30]. (3) The reactants are: [Br:1][C:2]1[CH:3]=[C:4]2[C:9](=[C:10]([Cl:19])[C:11]=1[CH2:12][N:13]1[CH2:18][CH2:17][NH:16][CH2:15][CH2:14]1)[NH:8][C:7](=[O:20])[N:6]([CH2:21][C:22]1[CH:27]=[C:26]([Cl:28])[CH:25]=[CH:24][C:23]=1[S:29]([CH2:32][CH3:33])(=[O:31])=[O:30])[C:5]2=[O:34].O1CCOC[CH2:36]1. Given the product [Br:1][C:2]1[CH:3]=[C:4]2[C:9](=[C:10]([Cl:19])[C:11]=1[CH2:12][N:13]1[CH2:18][CH2:17][N:16]([CH3:36])[CH2:15][CH2:14]1)[NH:8][C:7](=[O:20])[N:6]([CH2:21][C:22]1[CH:27]=[C:26]([Cl:28])[CH:25]=[CH:24][C:23]=1[S:29]([CH2:32][CH3:33])(=[O:31])=[O:30])[C:5]2=[O:34], predict the reactants needed to synthesize it. (4) Given the product [CH3:18][N:15]1[C:12]2=[N:13][CH:14]=[C:9]([NH2:8])[CH:10]=[C:11]2[CH:17]=[N:16]1, predict the reactants needed to synthesize it. The reactants are: C1(C(C2C=CC=CC=2)=[N:8][C:9]2[CH:10]=[C:11]3[CH:17]=[N:16][N:15]([CH3:18])[C:12]3=[N:13][CH:14]=2)C=CC=CC=1.Cl.C(=O)([O-])[O-].[Na+].[Na+]. (5) Given the product [CH3:18][C@@H:19]([CH2:22][N:12]1[CH2:13][CH2:14][N:9]([C:6]2[CH:5]=[CH:4][C:3]([C:2]([F:1])([F:15])[F:16])=[CH:8][CH:7]=2)[CH2:10][CH2:11]1)[CH2:20][OH:21], predict the reactants needed to synthesize it. The reactants are: [F:1][C:2]([F:16])([F:15])[C:3]1[CH:8]=[CH:7][C:6]([N:9]2[CH2:14][CH2:13][NH:12][CH2:11][CH2:10]2)=[CH:5][CH:4]=1.Br[CH2:18][C@H:19]([CH3:22])[CH2:20][OH:21].C(N(CC)CC)C. (6) Given the product [O:1]1[C:5]2[CH:6]=[CH:7][C:8](/[CH:10]=[C:17](/[C:16]3[CH:20]=[CH:21][C:22]([O:23][CH3:24])=[C:14]([O:13][CH3:12])[CH:15]=3)\[C:18]#[N:19])=[CH:9][C:4]=2[CH2:3][CH2:2]1, predict the reactants needed to synthesize it. The reactants are: [O:1]1[C:5]2[CH:6]=[CH:7][C:8]([CH:10]=O)=[CH:9][C:4]=2[CH2:3][CH2:2]1.[CH3:12][O:13][C:14]1[CH:15]=[C:16]([CH:20]=[CH:21][C:22]=1[O:23][CH3:24])[CH2:17][C:18]#[N:19]. (7) The reactants are: FC(F)(F)S(O[C:7]1[C@:8]2([CH2:24][CH2:23][C@H:22]3[C@@H:13]([CH2:14][CH2:15][C:16]4[CH:17]=[C:18]([O:25][CH2:26][C:27]([O:29]CC5C=CC=CC=5)=[O:28])[CH:19]=[CH:20][C:21]=43)[C@@H:10]2[CH2:11][CH:12]=1)[CH3:9])(=O)=O.[F:39][C:40]([F:51])([F:50])[C:41]1[CH:42]=[C:43](B(O)O)[CH:44]=[N:45][CH:46]=1.[Li+].[Cl-].C(=O)([O-])[O-].[Na+].[Na+]. Given the product [F:39][C:40]([F:51])([F:50])[C:41]1[CH:42]=[C:43]([C:7]2[C@:8]3([CH2:24][CH2:23][C@H:22]4[C@@H:13]([CH2:14][CH2:15][C:16]5[CH:17]=[C:18]([O:25][CH2:26][C:27]([OH:29])=[O:28])[CH:19]=[CH:20][C:21]=54)[C@@H:10]3[CH2:11][CH:12]=2)[CH3:9])[CH:44]=[N:45][CH:46]=1, predict the reactants needed to synthesize it.